From a dataset of Forward reaction prediction with 1.9M reactions from USPTO patents (1976-2016). Predict the product of the given reaction. (1) The product is: [CH2:3]([O:5][C:6]([C:8]1[C:9](=[O:26])[C:10]2[CH:15]=[N:14][C:13]([S:16][CH3:17])=[N:12][C:11]=2[N:18]([CH:20]2[CH2:21][CH2:22][CH2:23][CH2:24][CH2:25]2)[CH:19]=1)=[O:7])[CH3:4]. Given the reactants BrBr.[CH2:3]([O:5][C:6]([CH:8]1[CH2:19][N:18]([CH:20]2[CH2:25][CH2:24][CH2:23][CH2:22][CH2:21]2)[C:11]2[N:12]=[C:13]([S:16][CH3:17])[N:14]=[CH:15][C:10]=2[C:9]1=[O:26])=[O:7])[CH3:4].C(N(C(C)C)CC)(C)C, predict the reaction product. (2) Given the reactants [CH3:1][N:2](C)CCN(C)C.CC1(C)C2C=CC=C(P(C3C=CC=CC=3)C3C=CC=CC=3)C=2OC2C1=CC=CC=2P(C1C=CC=CC=1)C1C=CC=CC=1.Br[C:52]1[C:53]([O:73][CH2:74][CH3:75])=[C:54]([CH:60]([N:62]2[C:66]3=[N:67][CH:68]=[N:69][C:70]([NH2:71])=[C:65]3[C:64]([CH3:72])=[N:63]2)[CH3:61])[CH:55]=[C:56]([Cl:59])[C:57]=1[CH3:58], predict the reaction product. The product is: [NH2:71][C:70]1[N:69]=[CH:68][N:67]=[C:66]2[N:62]([CH:60]([C:54]3[C:53]([O:73][CH2:74][CH3:75])=[C:52]([C:57]([CH3:58])=[C:56]([Cl:59])[CH:55]=3)[C:1]#[N:2])[CH3:61])[N:63]=[C:64]([CH3:72])[C:65]=12.